Predict the reaction yield, written as a fraction of the theoretical maximum amount of product (1.0 means a 100% yield; for example, 0.34 means a 34% yield). From a dataset of Reaction yield outcomes from USPTO patents with 853,638 reactions. (1) The reactants are [OH:1][CH2:2][C:3]([CH3:30])([CH3:29])[CH2:4][C:5]1[CH:6]=[C:7]([C:11]2([C:17]3[CH:18]=[C:19]([CH2:23][C:24]([CH3:28])([CH3:27])[CH2:25][OH:26])[CH:20]=[CH:21][CH:22]=3)SCCCS2)[CH:8]=[CH:9][CH:10]=1.CC(C)=[O:33]. The catalyst is CN(C=O)C.[Cu]=O.[Cu](Cl)Cl. The product is [OH:1][CH2:2][C:3]([CH3:30])([CH3:29])[CH2:4][C:5]1[CH:6]=[C:7]([C:11]([C:17]2[CH:22]=[CH:21][CH:20]=[C:19]([CH2:23][C:24]([CH3:28])([CH3:27])[CH2:25][OH:26])[CH:18]=2)=[O:33])[CH:8]=[CH:9][CH:10]=1. The yield is 0.710. (2) The product is [CH3:1][O:2][C:3]([C:4]1[CH:9]=[CH:8][C:7]2[N:16]3[CH2:20][CH2:19][CH2:18][C:17]3=[N:11][C:6]=2[C:5]=1[CH3:14])=[O:15]. No catalyst specified. The reactants are [CH3:1][O:2][C:3](=[O:15])[C:4]1[CH:9]=[CH:8][C:7](Br)=[C:6]([N+:11]([O-])=O)[C:5]=1[CH3:14].[NH:16]1[CH2:20][CH2:19][CH2:18][C:17]1=O. The yield is 0.770. (3) The product is [CH3:1][O:2][C:3]1[CH:4]=[CH:5][C:6]([S:9][C:10]2[CH:15]=[CH:14][N:13]=[C:12]([NH:16][C:17]3[CH:22]=[CH:21][C:20]([NH:23][C:24](=[O:28])[C:25]([CH3:27])=[CH2:26])=[CH:19][CH:18]=3)[N:11]=2)=[CH:7][CH:8]=1. The yield is 0.470. The reactants are [CH3:1][O:2][C:3]1[CH:8]=[CH:7][C:6]([S:9][C:10]2[CH:15]=[CH:14][N:13]=[C:12]([NH:16][C:17]3[CH:22]=[CH:21][C:20]([NH2:23])=[CH:19][CH:18]=3)[N:11]=2)=[CH:5][CH:4]=1.[C:24](O)(=[O:28])[C:25]([CH3:27])=[CH2:26]. No catalyst specified. (4) The reactants are OCC1C=CC([C:9]2[C:17]3[C:16]([C:18]([O-:20])=O)=[CH:15][CH:14]=[N:13][C:12]=3[N:11]([CH:21]([CH3:23])[CH3:22])[N:10]=2)=CC=1.[OH-].[Na+].[NH2:26][CH2:27][C:28]1[C:29](=[O:36])[NH:30][C:31]([CH3:35])=[CH:32][C:33]=1[CH3:34].[C:37]([O-:40])(O)=O.[Na+].[CH3:42][CH2:43]O. The catalyst is CS(C)=O.CO.C(Cl)Cl. The product is [CH3:34][C:33]1[CH:32]=[C:31]([CH3:35])[NH:30][C:29](=[O:36])[C:28]=1[CH2:27][NH:26][C:18]([C:16]1[C:17]2[CH:9]=[N:10][N:11]([CH:21]([CH3:22])[CH3:23])[C:12]=2[N:13]=[C:14]([C:43]2[CH:42]=[CH:17][C:16]([CH2:37][OH:40])=[CH:15][CH:14]=2)[CH:15]=1)=[O:20]. The yield is 0.814. (5) The reactants are [CH2:1]([O:19][C@H:20]1[C@H:24]([O:25][CH2:26][CH2:27][CH2:28][CH2:29][CH2:30][CH2:31][CH2:32][CH2:33]/[CH:34]=[CH:35]\[CH2:36]/[CH:37]=[CH:38]\[CH2:39][CH2:40][CH2:41][CH2:42][CH3:43])[CH2:23][NH:22][CH2:21]1)[CH2:2][CH2:3][CH2:4][CH2:5][CH2:6][CH2:7][CH2:8]/[CH:9]=[CH:10]\[CH2:11]/[CH:12]=[CH:13]\[CH2:14][CH2:15][CH2:16][CH2:17][CH3:18].[C:44]([O:48][CH2:49][CH3:50])(=[O:47])[CH:45]=[CH2:46].[O-]CC.[Na+]. The catalyst is C(O)C. The product is [CH2:1]([O:19][C@H:20]1[C@H:24]([O:25][CH2:26][CH2:27][CH2:28][CH2:29][CH2:30][CH2:31][CH2:32][CH2:33]/[CH:34]=[CH:35]\[CH2:36]/[CH:37]=[CH:38]\[CH2:39][CH2:40][CH2:41][CH2:42][CH3:43])[CH2:23][N:22]([CH2:46][CH2:45][C:44]([O:48][CH2:49][CH3:50])=[O:47])[CH2:21]1)[CH2:2][CH2:3][CH2:4][CH2:5][CH2:6][CH2:7][CH2:8]/[CH:9]=[CH:10]\[CH2:11]/[CH:12]=[CH:13]\[CH2:14][CH2:15][CH2:16][CH2:17][CH3:18]. The yield is 0.912. (6) The reactants are [Cl-].[CH2:2]([O:9][C:10]1[C:11]([CH3:32])=[C:12]([CH3:31])[C:13]([N:17]=C(C2C=CC=CC=2)C2C=CC=CC=2)=[N:14][C:15]=1[CH3:16])[C:3]1[CH:8]=[CH:7][CH:6]=[CH:5][CH:4]=1. The catalyst is CO. The product is [CH2:2]([O:9][C:10]1[C:11]([CH3:32])=[C:12]([CH3:31])[C:13]([NH2:17])=[N:14][C:15]=1[CH3:16])[C:3]1[CH:4]=[CH:5][CH:6]=[CH:7][CH:8]=1. The yield is 0.830. (7) The reactants are [CH3:1][N:2]([C:19]1[CH:24]=[CH:23][CH:22]=[CH:21][CH:20]=1)[C:3]1[N:8]=[C:7]([NH2:9])[N:6]=[C:5]([C:10]2[N:14]=[C:13](C(Cl)(Cl)Cl)[O:12][N:11]=2)[N:4]=1.C(=O)([O-])[O-].[K+].[K+].Cl.[F:32][C:33]([F:44])([F:43])[CH2:34][O:35][CH2:36][CH:37]1[CH2:42][CH2:41][NH:40][CH2:39][CH2:38]1. The catalyst is CN(C=O)C. The product is [CH3:1][N:2]([C:19]1[CH:24]=[CH:23][CH:22]=[CH:21][CH:20]=1)[C:3]1[N:8]=[C:7]([NH2:9])[N:6]=[C:5]([C:10]2[N:14]=[C:13]([N:40]3[CH2:39][CH2:38][CH:37]([CH2:36][O:35][CH2:34][C:33]([F:32])([F:43])[F:44])[CH2:42][CH2:41]3)[O:12][N:11]=2)[N:4]=1. The yield is 0.180. (8) The reactants are [CH3:1][C:2]1[CH:3]=[C:4]([CH:8]=[CH:9][C:10]=1[C:11]([N:13]1[CH2:17][CH2:16][CH2:15][CH2:14]1)=[O:12])[C:5]([OH:7])=O.CN(C(ON1N=NC2C=CC=CC1=2)=[N+](C)C)C.[B-](F)(F)(F)F.C(N(C(C)C)CC)(C)C.[Cl:49][C:50]1[CH:66]=[CH:65][C:53]2[NH:54][C:55]([CH:57]([NH2:64])[C:58]3[CH:63]=[CH:62][CH:61]=[CH:60][CH:59]=3)=[N:56][C:52]=2[CH:51]=1.ClCl. The catalyst is O1CCCC1.ClCCl.CO. The product is [Cl:49][C:50]1[CH:66]=[CH:65][C:53]2[NH:54][C:55]([CH:57]([C:58]3[CH:63]=[CH:62][CH:61]=[CH:60][CH:59]=3)[NH:64][C:5](=[O:7])[C:4]3[CH:8]=[CH:9][C:10]([C:11]([N:13]4[CH2:17][CH2:16][CH2:15][CH2:14]4)=[O:12])=[C:2]([CH3:1])[CH:3]=3)=[N:56][C:52]=2[CH:51]=1. The yield is 1.00. (9) The reactants are [C:1]1([CH:7](O)[CH:8]=[CH:9][CH3:10])[CH:6]=[CH:5][CH:4]=[CH:3][CH:2]=1.Cl.CC[O:15]CC.C(=O)(O)[O-].[Na+]. The catalyst is O1CCOCC1. The product is [C:1]1([CH:7]=[CH:8][CH:9]([OH:15])[CH3:10])[CH:6]=[CH:5][CH:4]=[CH:3][CH:2]=1. The yield is 0.968. (10) The reactants are Br[C:2]1[CH:6]=[CH:5][S:4][C:3]=1[C:7]1[S:8][CH:9]=[CH:10][CH:11]=1.C([Li])CCC.[CH3:17][C:18](=[O:28])[CH2:19][CH2:20][CH2:21][CH2:22][CH2:23][CH2:24][CH2:25][CH2:26][CH3:27]. The catalyst is C(OCC)C. The product is [S:4]1[CH:5]=[CH:6][C:2]([C:18]([OH:28])([CH2:19][CH2:20][CH2:21][CH2:22][CH2:23][CH2:24][CH2:25][CH2:26][CH3:27])[CH3:17])=[C:3]1[C:7]1[S:8][CH:9]=[CH:10][CH:11]=1. The yield is 0.640.